The task is: Predict the reactants needed to synthesize the given product.. This data is from Full USPTO retrosynthesis dataset with 1.9M reactions from patents (1976-2016). (1) Given the product [CH2:1]([C@:3]12[CH2:13][CH2:12][C@:11]([OH:14])([C:31]3[CH:41]=[CH:40][CH:39]=[CH:38][CH:37]=3)[CH2:10][C@H:9]1[CH2:8][CH2:7][O:6][C:5]1[CH:15]=[C:16]([C:19]([NH:21][C:22]3[C:23]([CH3:28])=[N:24][CH:25]=[CH:26][CH:27]=3)=[O:20])[CH:17]=[CH:18][C:4]2=1)[CH3:2].[CH2:29]([C@@:31]12[CH2:41][CH2:40][C@@:39]([OH:42])([C:57]3[CH:62]=[CH:61][CH:60]=[CH:59][CH:58]=3)[CH2:38][C@@H:37]1[CH2:36][CH2:35][O:34][C:33]1[CH:43]=[C:44]([C:47]([NH:49][C:50]3[C:51]([CH3:56])=[N:52][CH:53]=[CH:54][CH:55]=3)=[O:48])[CH:45]=[CH:46][C:32]2=1)[CH3:30], predict the reactants needed to synthesize it. The reactants are: [CH2:1]([C@:3]12[CH2:13][CH2:12][C:11](=[O:14])[CH2:10][C@H:9]1[CH2:8][CH2:7][O:6][C:5]1[CH:15]=[C:16]([C:19]([NH:21][C:22]3[C:23]([CH3:28])=[N:24][CH:25]=[CH:26][CH:27]=3)=[O:20])[CH:17]=[CH:18][C:4]2=1)[CH3:2].[CH2:29]([C@@:31]12[CH2:41][CH2:40][C:39](=[O:42])[CH2:38][C@@H:37]1[CH2:36][CH2:35][O:34][C:33]1[CH:43]=[C:44]([C:47]([NH:49][C:50]3[C:51]([CH3:56])=[N:52][CH:53]=[CH:54][CH:55]=3)=[O:48])[CH:45]=[CH:46][C:32]2=1)[CH3:30].[C:57]1([Mg]Br)[CH:62]=[CH:61][CH:60]=[CH:59][CH:58]=1. (2) The reactants are: [N:1]#[C:2]Br.[C:4]([NH:9][NH2:10])(=[O:8])[CH2:5][CH2:6][CH3:7]. Given the product [CH2:5]([C:4]1[O:8][C:2]([NH2:1])=[N:10][N:9]=1)[CH2:6][CH3:7], predict the reactants needed to synthesize it. (3) Given the product [CH2:22]([N:29]1[CH2:34][CH2:33][N:32]([C:14]([C:13]2[CH:17]=[C:18]([F:21])[C:19]([F:20])=[C:11]([F:10])[CH:12]=2)=[O:16])[CH2:31][CH2:30]1)[C:23]1[CH:24]=[CH:25][CH:26]=[CH:27][CH:28]=1, predict the reactants needed to synthesize it. The reactants are: CC(C)N=C=NC(C)C.[F:10][C:11]1[CH:12]=[C:13]([CH:17]=[C:18]([F:21])[C:19]=1[F:20])[C:14]([OH:16])=O.[CH2:22]([N:29]1[CH2:34][CH2:33][NH:32][CH2:31][CH2:30]1)[C:23]1[CH:28]=[CH:27][CH:26]=[CH:25][CH:24]=1. (4) Given the product [CH2:21]([N:17]1[CH2:16][CH:15]2[CH:19]([C:14]2([C:10]2[CH:9]=[C:8]([NH2:7])[CH:13]=[CH:12][CH:11]=2)[CH3:28])[CH2:18]1)[C:22]1[CH:23]=[CH:24][CH:25]=[CH:26][CH:27]=1, predict the reactants needed to synthesize it. The reactants are: [H-].[Al+3].[Li+].[H-].[H-].[H-].[NH2:7][C:8]1[CH:9]=[C:10]([C:14]2([CH3:28])[CH:19]3[CH:15]2[CH2:16][N:17]([CH2:21][C:22]2[CH:27]=[CH:26][CH:25]=[CH:24][CH:23]=2)[C:18]3=O)[CH:11]=[CH:12][CH:13]=1.Cl.[OH-].[Na+]. (5) Given the product [CH3:26][N:4]([CH3:3])[CH:5]1[CH2:10][CH2:9][N:8]([C:11](=[O:25])[CH2:12][CH2:13][C:14]2[N:15]([CH2:19][C:20]([OH:22])=[O:21])[CH:16]=[CH:17][N:18]=2)[CH2:7][CH2:6]1, predict the reactants needed to synthesize it. The reactants are: [OH-].[Na+].[CH3:3][N:4]([CH3:26])[CH:5]1[CH2:10][CH2:9][N:8]([C:11](=[O:25])[CH2:12][CH2:13][C:14]2[N:15]([CH2:19][C:20]([O:22]CC)=[O:21])[CH:16]=[CH:17][N:18]=2)[CH2:7][CH2:6]1.Cl. (6) Given the product [F:8][C:9]([F:41])([F:40])[C:10]1[CH:11]=[C:12]([CH:33]=[C:34]([C:36]([F:39])([F:38])[F:37])[CH:35]=1)[CH2:13][N:14]1[C:15](=[O:16])[C:17]2[C:22]([C:23]3[CH:28]=[CH:27][CH:26]=[CH:25][CH:24]=3)=[CH:21][CH:20]=[N:19][C:18]=2[O:32][CH2:31][CH2:30]1, predict the reactants needed to synthesize it. The reactants are: [H-].[Na+].C1COCC1.[F:8][C:9]([F:41])([F:40])[C:10]1[CH:11]=[C:12]([CH:33]=[C:34]([C:36]([F:39])([F:38])[F:37])[CH:35]=1)[CH2:13][N:14]([CH2:30][CH2:31][OH:32])[C:15]([C:17]1[C:18](Cl)=[N:19][CH:20]=[CH:21][C:22]=1[C:23]1[CH:28]=[CH:27][CH:26]=[CH:25][CH:24]=1)=[O:16]. (7) Given the product [OH:42][CH2:41][C:40]([NH:39][S:36]([C:32]1[CH:31]=[C:30]([NH:29][C:12]([C:11]2[CH:10]=[N:9][N:8]3[C:3]([CH:2]([F:28])[F:1])=[CH:4][C:5]([C:15]4[CH:20]=[CH:19][C:18]([C:21]([F:22])([F:23])[F:24])=[C:17]([O:25][CH2:26][CH3:27])[CH:16]=4)=[N:6][C:7]=23)=[O:14])[CH:35]=[CH:34][CH:33]=1)(=[O:38])=[O:37])([CH3:44])[CH3:43], predict the reactants needed to synthesize it. The reactants are: [F:1][CH:2]([F:28])[C:3]1[N:8]2[N:9]=[CH:10][C:11]([C:12]([OH:14])=O)=[C:7]2[N:6]=[C:5]([C:15]2[CH:20]=[CH:19][C:18]([C:21]([F:24])([F:23])[F:22])=[C:17]([O:25][CH2:26][CH3:27])[CH:16]=2)[CH:4]=1.[NH2:29][C:30]1[CH:31]=[C:32]([S:36]([NH:39][C:40]([CH3:44])([CH3:43])[CH2:41][OH:42])(=[O:38])=[O:37])[CH:33]=[CH:34][CH:35]=1. (8) Given the product [Br:11][C:2]1[C:3]2[C:7](=[N:6][S:5][N:4]=2)[C:8]([C:31]2[S:30][C:29]([C:27]3[S:28][C:24]([CH2:18][CH2:19][CH2:20][CH2:21][CH2:22][CH3:23])=[CH:25][CH:26]=3)=[CH:33][CH:32]=2)=[N:9][CH:1]=1, predict the reactants needed to synthesize it. The reactants are: [CH:1]1[N:9]=[C:8](Br)[C:7]2[C:3](=[N:4][S:5][N:6]=2)[C:2]=1[Br:11].C([O-])([O-])=O.[Na+].[Na+].[CH2:18]([C:24]1[S:28][C:27]([C:29]2[S:30][C:31](B3OC(C)(C)C(C)(C)O3)=[CH:32][CH:33]=2)=[CH:26][CH:25]=1)[CH2:19][CH2:20][CH2:21][CH2:22][CH3:23].C1(C)C=CC=CC=1. (9) Given the product [C:10]([C:7]1[CH:8]=[CH:9][C:4]([C:3]([OH:15])=[O:2])=[CH:5][C:6]=1[N+:12]([O-:14])=[O:13])#[N:11], predict the reactants needed to synthesize it. The reactants are: C[O:2][C:3](=[O:15])[C:4]1[CH:9]=[CH:8][C:7]([C:10]#[N:11])=[C:6]([N+:12]([O-:14])=[O:13])[CH:5]=1.[OH-].[Na+].Cl. (10) Given the product [Cl:1][C:2]1[CH:3]=[CH:4][C:5]([S:8][C:9]2[O:13][C:12]([C:14]3[CH:15]=[CH:16][C:17]([F:20])=[CH:18][CH:19]=3)=[N:11][C:10]=2[C:21]([NH:32][C:31]2[CH:30]=[CH:29][C:28]([S:25]([CH3:24])(=[O:27])=[O:26])=[CH:34][CH:33]=2)=[O:23])=[N:6][CH:7]=1, predict the reactants needed to synthesize it. The reactants are: [Cl:1][C:2]1[CH:3]=[CH:4][C:5]([S:8][C:9]2[O:13][C:12]([C:14]3[CH:19]=[CH:18][C:17]([F:20])=[CH:16][CH:15]=3)=[N:11][C:10]=2[C:21]([OH:23])=O)=[N:6][CH:7]=1.[CH3:24][S:25]([C:28]1[CH:34]=[CH:33][C:31]([NH2:32])=[CH:30][CH:29]=1)(=[O:27])=[O:26].CCN(C(C)C)C(C)C.F[P-](F)(F)(F)(F)F.N1(O[P+](N(C)C)(N(C)C)N(C)C)C2C=CC=CC=2N=N1.